This data is from Experimentally validated miRNA-target interactions with 360,000+ pairs, plus equal number of negative samples. The task is: Binary Classification. Given a miRNA mature sequence and a target amino acid sequence, predict their likelihood of interaction. (1) The miRNA is hsa-miR-484 with sequence UCAGGCUCAGUCCCCUCCCGAU. The protein sequence of the target gene is MIPICPVVSFTYVPSRLGEDAKMATGNYFGFTHSGAAAAAAAAQYSQQPASGVAYSHPTTVASYTVHQAPVAAHTVTAAYAPAAATVAVARPAPVAVAAAATAAAYGGYPTAHTATDYGYTQRQQEAPPPPPPATTQNYQDSYSYVRSTAPAVAYDSKQYYQQPTATAAAVAAAAQPQPSVAETYYQTAPKAGYSQGATQYTQAQQTRQVTAIKPATPSPATTTFSIYPVSSTVQPVAAAATVVPSYTQSATYSTTAVTYSGTSYSGYEAAVYSAASSYYQQQQQQQKQAAAAAAAAAAT.... Result: 1 (interaction). (2) The miRNA is hsa-miR-3689b-5p with sequence UGUGAUAUCAUGGUUCCUGGGA. The protein sequence of the target gene is MAEAAEPEGVAPGPQGPPEVPAPLAERPGEPGAAGGEAEGPEGSEGAEEAPRGAAAVKEAGGGGPDRGPEAEARGTRGAHGETEAEEGAPEGAEVPQGGEETSGAQQVEGASPGRGAQGEPRGEAQREPEDSAAPERQEEAEQRPEVPEGSASGEAGDSVDAEGPLGDNIEAEGPAGDSVEAEGRVGDSVDAEGPAGDSVDAEGPLGDNIQAEGPAGDSVDAEGRVGDSVDAEGPAGDSVDAEGRVGDSVEAGDPAGDGVEAGVPAGDSVEAEGPAGDSMDAEGPAGRARRVSGEPQQSG.... Result: 1 (interaction). (3) The miRNA is hsa-miR-23b-5p with sequence UGGGUUCCUGGCAUGCUGAUUU. The protein sequence of the target gene is MAAQCVTKVELNVSCNNLLDADVTSKSDPLCVLFLNTSGHQWYEVERTERIKNSLNPKFSKTFVIDYYFEVVQKLKFGIYDIDNKTIELSDDDFLGECEVTLGQIVSSKKLTRPLVLKNGKPAGKGSITISAEEIKDNRVVLFEMEARKLDNKDLFGKSDPYLEFHKQTSDGHWLMVHRTEVIKNNLNPMWKPFKISLNSLCYGDMDKTIKVECYDYDNDGSHDLIGTFQTTMTKLKEASRSSPVEYECINEKKRQKKKSYKNSGVISVKHCEITVECTFLDYIMGGCQLNFTVGVDFTG.... Result: 0 (no interaction). (4) The miRNA is cel-miR-4933 with sequence UGGCAGUGACCUAUUCUGGCCA. The protein sequence of the target gene is MSRGTMPQPEAWPGASCAETPAREAAATARDGGKAAASGQPRPEMQCPAEHEEDMYRAADEIEKEKELLIHERGASEPRLSVAPEMDIMDYCKKEWRGNTQKATCMKMGYEEVSQKFTSIRRVRGDNYCALRATLFQAMSQAVGLPPWLQDPELMLLPEKLISKYNWIKQWKLGLKFDGKNEDLVDKIKESLTLLRKKWAGLAEMRTAEARQIACDELFTNEAEEYSLYEAVKFLMLNRAIELYNDKEKGKEVPFFSVLLFARDTSNDPGQLLRNHLNQVGHTGGLEQVEMFLLAYAVRH.... Result: 0 (no interaction). (5) The miRNA is rno-miR-322-5p with sequence CAGCAGCAAUUCAUGUUUUGGA. The protein sequence of the target gene is MPANGTSPQRFPALIPGEPGRSFEGSVSFEDVAVDFTRQEWHRLDPAQRTMHKDVMLETYSNLASVGLCVAKPEMIFKLERGEELWILEEESSGHGYSGSLSLLCGNGSVGDNALRHDNDLLHHQKIQTLDQNVEYNGCRKAFHEKTGFVRRKRTPRGDKNFECHECGKAYCRKSNLVEHLRIHTGERPYECGECAKTFSARSYLIAHQKTHTGERPFECNECGKSFGRKSQLILHTRTHTGERPYECTECGKTFSEKATLTIHQRTHTGEKPYECSECGKTFRVKISLTQHHRTHTGEK.... Result: 0 (no interaction). (6) The miRNA is hsa-miR-520c-3p with sequence AAAGUGCUUCCUUUUAGAGGGU. The protein sequence of the target gene is MEALRNPMPLGSSEEALGDLACSSLTGASRDLGTGAVASGTQEETSGPRGDPQQTPSLEKERHTPSRTGPGAAGRTLPRRSRSWERAPRSSRGAQAAACHTSHHSAGSRPGGHLGGQAVGTPNCVPVEGPGCTKEEDVLASSACVSTDGGSLHCHNPSGPSDVPARQPHPEQEGWPPGTGDFPSQVPKQVLDVSQELLQSGVVTLPGTRDRHGRAVVQVRTRSLLWTREHSSCAELTRLLLYFHSIPRKEVRDLGLVVLVDARRSPAAPAVSQALSGLQNNTSPIIHSILLLVDKESAFR.... Result: 0 (no interaction). (7) The miRNA is hsa-miR-185-5p with sequence UGGAGAGAAAGGCAGUUCCUGA. The protein sequence of the target gene is MFSRVGRLTTFGAQAVSNCPFRRDNIYQQPLKVTAPINDQLTSFAHSFSDSVRHRTTSFGNDPFLGVPMDDDEVIKELELLDLDSWHTKPRAPCPAPSDELELDQFWEGKNVTVCGRDPRLGKSTDCFELEAWRPTDSWQNGSSVGHPHGHQQQQQTCQQPPTHSSTTETMHDFSNFGDNMGSPLFQSPSKSAIDQLTGTSRIDEYGMPPQDRKLSKFEMDIEQESKAVDWEAWNHYLESDDDVFKRPEAFFKEEPMIMTSSDSLMTSSTSSPDSGISLYDPMIPPPSSHFPSFNLSSSS.... Result: 0 (no interaction). (8) The miRNA is rno-miR-298-5p with sequence GGCAGAGGAGGGCUGUUCUUCCC. The protein sequence of the target gene is MPEEGSGCSVRRRPYGCVLRAALVPLVAGLVICLVVCIQRFAQAQQQLPLESLGWDVAELQLNHTGPQQDPRLYWQGGPALGRSFLHGPELDKGQLRIHRDGIYMVHIQVTLAICSSTTASRHHPTTLAVGICSPASRSISLLRLSFHQGCTIASQRLTPLARGDTLCTNLTGTLLPSRNTDETFFGVQWVRP. Result: 0 (no interaction). (9) The miRNA is hsa-miR-92b-3p with sequence UAUUGCACUCGUCCCGGCCUCC. The protein sequence of the target gene is MERARRRGGGGGRGRGGKNVGGSGLSKSRLYPQAQHSHYPHYAASATPNQAGGAAEIQELASKRVDIQKKRFYLDVKQSSRGRFLKIAEVWIGRGRQDNIRKSKLTLSLSVAAELKDCLGDFIEHYAHLGLKGHRQEHGHSKEQGSRRRQKHSAPSPPVSVGSEEHPHSVLKTDYIERDNRKYYLDLKENQRGRFLRIRQTMMRGTGMIGYFGHSLGQEQTIVLPAQGMIEFRDALVQLIEDYGEGDIEERRGGDDDPLELPEGTSFRVDNKRFYFDVGSNKYGIFLKVSEVRPPYRNTI.... Result: 1 (interaction). (10) The miRNA is hsa-miR-4306 with sequence UGGAGAGAAAGGCAGUA. The protein sequence of the target gene is MQDDLLMDKSKTQPQSQQQQRQQQQQQQQLQPEPGAAEAPSTPLSSEIPKPEDSSAVPALSPASAPPAPNGPDKMQMESPLLPGLSFHQPPQQPPPPQEPTAPGASLSPSFGSTWSTGTTNAVEDSFFQGITPVNGTMLFQNFPHHVNPVFGGTFSPQIGLAQTQHHQQPPPPAPQPPQPAQPPQAQPSQQRRSPASPSQAPYAQRSAAAYGHQPIMTSKPSSSSAVAAAAAAAAASSASSSWNTHQSVNAAWSAPSNPWGGLQAGRDPRRAVGVGVGVGVGVPSPLNPISPLKKPFSSN.... Result: 0 (no interaction).